Task: Predict the product of the given reaction.. Dataset: Forward reaction prediction with 1.9M reactions from USPTO patents (1976-2016) Given the reactants C(=O)([O-])O.[Na+].[S:6]=[C:7]1[NH:12][C:11]2[CH:13]=[CH:14][NH:15][C:10]=2[C:9](=[O:16])[N:8]1[C:17]1[CH:22]=[CH:21][C:20]([O:23][CH2:24][C:25]([F:28])([F:27])[F:26])=[CH:19][CH:18]=1.Br[CH2:30][CH2:31][O:32][CH2:33][CH2:34][O:35][CH2:36][CH3:37].[I-].[Na+], predict the reaction product. The product is: [CH2:31]([O:32][CH2:33][CH2:34][O:35][CH2:36][CH2:37][S:6][C:7]1[N:8]([C:17]2[CH:18]=[CH:19][C:20]([O:23][CH2:24][C:25]([F:28])([F:27])[F:26])=[CH:21][CH:22]=2)[C:9](=[O:16])[C:10]2[NH:15][CH:14]=[CH:13][C:11]=2[N:12]=1)[CH3:30].